Dataset: Full USPTO retrosynthesis dataset with 1.9M reactions from patents (1976-2016). Task: Predict the reactants needed to synthesize the given product. (1) The reactants are: [Cl:1][C:2]1[CH:7]=[CH:6][C:5]([O:8][C:9]([F:12])([F:11])[F:10])=[C:4]([F:13])[CH:3]=1.[Li+].CC([N-]C(C)C)C.CN([CH:25]=[O:26])C. Given the product [Cl:1][C:2]1[C:3]([CH:25]=[O:26])=[C:4]([F:13])[C:5]([O:8][C:9]([F:11])([F:10])[F:12])=[CH:6][CH:7]=1, predict the reactants needed to synthesize it. (2) Given the product [Br:1][C:2]1[CH:7]=[C:6]([F:8])[CH:5]=[CH:4][C:3]=1[O:9][CH:11]1[CH2:15][CH2:14][CH2:13][CH2:12]1, predict the reactants needed to synthesize it. The reactants are: [Br:1][C:2]1[CH:7]=[C:6]([F:8])[CH:5]=[CH:4][C:3]=1[OH:9].Br[CH:11]1[CH2:15][CH2:14][CH2:13][CH2:12]1.C([O-])([O-])=O.[Cs+].[Cs+].